The task is: Predict which catalyst facilitates the given reaction.. This data is from Catalyst prediction with 721,799 reactions and 888 catalyst types from USPTO. (1) Reactant: C[O:2][C:3]([C:5]1[CH:6]=[C:7]([Cl:36])[CH:8]=[C:9]2[C:14]=1[NH:13][CH:12]([C:15]1[CH:20]=[CH:19][CH:18]=[C:17]([N:21]3[CH2:26][CH2:25][N:24]([C:27]4[CH:32]=[CH:31][C:30]([Cl:33])=[CH:29][CH:28]=4)[CH2:23][CH2:22]3)[CH:16]=1)[C:11]([CH3:35])([CH3:34])[CH2:10]2)=[O:4].O.[OH-].[Li+].O.Cl. Product: [Cl:36][C:7]1[CH:8]=[C:9]2[C:14](=[C:5]([C:3]([OH:4])=[O:2])[CH:6]=1)[NH:13][CH:12]([C:15]1[CH:20]=[CH:19][CH:18]=[C:17]([N:21]3[CH2:22][CH2:23][N:24]([C:27]4[CH:28]=[CH:29][C:30]([Cl:33])=[CH:31][CH:32]=4)[CH2:25][CH2:26]3)[CH:16]=1)[C:11]([CH3:35])([CH3:34])[CH2:10]2. The catalyst class is: 111. (2) Reactant: Br[C:2]1[CH:7]=[CH:6][C:5]([F:8])=[CH:4][CH:3]=1.[Li]CCCC.[O:14]=[C:15]1[N:20]([C:21]([O:23][C:24]([CH3:27])([CH3:26])[CH3:25])=[O:22])[CH2:19][CH2:18][N:17]2[C:28](=[O:31])[CH2:29][CH2:30][C@@H:16]12. The catalyst class is: 1. Product: [F:8][C:5]1[CH:6]=[CH:7][C:2]([C:15]([C@@H:16]2[CH2:30][CH2:29][C:28](=[O:31])[N:17]2[CH2:18][CH2:19][NH:20][C:21](=[O:22])[O:23][C:24]([CH3:26])([CH3:25])[CH3:27])=[O:14])=[CH:3][CH:4]=1. (3) Reactant: [NH2:1][C@H:2]([C@@H:10]([OH:21])[CH2:11][C@@H:12]([NH2:20])[CH2:13][C:14]1[CH:19]=[CH:18][CH:17]=[CH:16][CH:15]=1)[CH2:3][C:4]1[CH:9]=[CH:8][CH:7]=[CH:6][CH:5]=1.C1C([N+]([O-])=O)=CC=C([O:31][C:32]([O:34][CH2:35][C:36]2[S:40][CH:39]=[N:38][CH:37]=2)=[O:33])C=1.CO.C(N)(C)C. Product: [NH2:20][C@@H:12]([CH2:13][C:14]1[CH:19]=[CH:18][CH:17]=[CH:16][CH:15]=1)[CH2:11][C@H:10]([OH:21])[C@@H:2]([NH:1][C:32]([O:34][CH2:35][C:36]1[S:40][CH:39]=[N:38][CH:37]=1)=[O:31])[CH2:3][C:4]1[CH:9]=[CH:8][CH:7]=[CH:6][CH:5]=1.[NH2:1][C@H:2]([C@@H:10]([OH:21])[CH2:11][C@@H:12]([NH:20][C:32]([O:34][CH2:35][C:36]1[S:40][CH:39]=[N:38][CH:37]=1)=[O:33])[CH2:13][C:14]1[CH:19]=[CH:18][CH:17]=[CH:16][CH:15]=1)[CH2:3][C:4]1[CH:9]=[CH:8][CH:7]=[CH:6][CH:5]=1. The catalyst class is: 396. (4) Reactant: Br[CH2:2][C:3]([C:5]1[CH:10]=[CH:9][CH:8]=[CH:7][CH:6]=1)=[O:4].[OH2:11].[C:12]([O:15][CH2:16][CH3:17])(=[O:14])[CH3:13]. Product: [O:11]=[C:5]1[CH:10]([CH2:2][C:3](=[O:4])[C:5]2[CH:10]=[CH:9][CH:8]=[CH:7][CH:6]=2)[CH2:9][CH2:8][CH2:7][CH:6]1[CH2:13][C:12]([O:15][CH2:16][CH3:17])=[O:14]. The catalyst class is: 9. (5) Reactant: N[N:2]1[C:7]([NH2:8])=[C:6](N)[CH:5]=[N:4][CH2:3]1.[NH2:10][C:11]([NH2:13])=[S:12]. Product: [NH2:8][C:7]1[N:2]=[CH:3][N:4]=[C:5]2[C:6]=1[NH:10][C:11](=[S:12])[NH:13]2. The catalyst class is: 6. (6) Reactant: O=C1CCC(=O)N1O[C:9](=[O:19])[C:10]1[CH:15]=[CH:14][CH:13]=[C:12]([C:16](=[O:18])[CH3:17])[CH:11]=1.[N:20]([CH2:23][CH2:24][O:25][CH2:26][CH2:27][O:28][CH2:29][CH2:30][O:31][CH2:32][CH2:33][O:34][CH2:35][CH2:36][O:37][CH2:38][CH2:39][O:40][CH2:41][CH2:42][O:43][CH2:44][CH2:45][O:46][CH2:47][CH2:48][O:49][CH2:50][CH2:51][O:52][CH2:53][CH2:54][NH2:55])=[N+:21]=[N-:22].C(N(C(C)C)C(C)C)C. Product: [C:16]([C:12]1[CH:11]=[C:10]([CH:15]=[CH:14][CH:13]=1)[C:9]([NH:55][CH2:54][CH2:53][O:52][CH2:51][CH2:50][O:49][CH2:48][CH2:47][O:46][CH2:45][CH2:44][O:43][CH2:42][CH2:41][O:40][CH2:39][CH2:38][O:37][CH2:36][CH2:35][O:34][CH2:33][CH2:32][O:31][CH2:30][CH2:29][O:28][CH2:27][CH2:26][O:25][CH2:24][CH2:23][N:20]=[N+:21]=[N-:22])=[O:19])(=[O:18])[CH3:17]. The catalyst class is: 4. (7) Reactant: [H-].[Na+].[C:3]1([OH:9])[CH:8]=[CH:7][CH:6]=[CH:5][CH:4]=1.[Br:10][C:11]1[CH:12]=[CH:13][CH:14]=[C:15]2[C:20]=1[N:19]=[C:18](Cl)[CH:17]=[CH:16]2. Product: [Br:10][C:11]1[CH:12]=[CH:13][CH:14]=[C:15]2[C:20]=1[N:19]=[C:18]([O:9][C:3]1[CH:8]=[CH:7][CH:6]=[CH:5][CH:4]=1)[CH:17]=[CH:16]2. The catalyst class is: 1. (8) Reactant: [CH2:1]=[C:2]([CH:4]1[CH2:9][CH2:8][CH2:7][CH2:6][C:5]1=[O:10])[CH3:3].[CH2:11]([O:13][N:14]=[CH:15][CH3:16])[CH3:12].Cl[Sn](Cl)(Cl)Cl. Product: [CH2:11]([O:13][N:14]1[CH:15]([CH3:16])[CH2:3][C:2]([CH3:1])=[CH:4][CH2:9][CH2:8][CH2:7][CH2:6][C:5]1=[O:10])[CH3:12]. The catalyst class is: 26. (9) Reactant: Cl.[CH3:2][C:3]([CH3:35])([CH2:33][CH3:34])[CH2:4][C:5]1[N:6]=[C:7]([C:16]([OH:32])([CH3:31])[CH2:17][C:18]2[CH:23]=[CH:22][C:21]([C:24]3[CH:29]=[CH:28][C:27]([F:30])=[CH:26][N:25]=3)=[CH:20][CH:19]=2)[N:8](S(N(C)C)(=O)=O)[CH:9]=1. Product: [CH3:2][C:3]([CH3:35])([CH2:33][CH3:34])[CH2:4][C:5]1[N:6]=[C:7]([C:16]([OH:32])([CH3:31])[CH2:17][C:18]2[CH:23]=[CH:22][C:21]([C:24]3[CH:29]=[CH:28][C:27]([F:30])=[CH:26][N:25]=3)=[CH:20][CH:19]=2)[NH:8][CH:9]=1. The catalyst class is: 5. (10) The catalyst class is: 59. Reactant: F[P-](F)(F)(F)(F)F.N1(O[P+](N2CCCC2)(N2CCCC2)N2CCCC2)C2C=CC=CC=2N=N1.Cl.[NH2:35][CH:36]([C:38]1[NH:39][C:40]([C:46]2[CH:55]=[CH:54][CH:53]=[C:52]3[C:47]=2[N:48]=[C:49]([NH:57][CH2:58][C:59]([F:62])([F:61])[F:60])[C:50]([CH3:56])=[N:51]3)=[CH:41][C:42]=1[C:43](O)=[O:44])[CH3:37].CCN(C(C)C)C(C)C. Product: [CH3:37][CH:36]1[C:38]2[NH:39][C:40]([C:46]3[CH:55]=[CH:54][CH:53]=[C:52]4[C:47]=3[N:48]=[C:49]([NH:57][CH2:58][C:59]([F:60])([F:61])[F:62])[C:50]([CH3:56])=[N:51]4)=[CH:41][C:42]=2[C:43](=[O:44])[NH:35]1.